Dataset: Full USPTO retrosynthesis dataset with 1.9M reactions from patents (1976-2016). Task: Predict the reactants needed to synthesize the given product. (1) Given the product [CH2:1]([N:8]1[CH2:16][C@H:15]2[C@:10]([CH3:22])([CH2:11][CH2:12][C:13]3[C:20](/[CH:23]=[CH:24]\[CH3:25])=[CH:19][CH:18]=[CH:17][C:14]=32)[CH2:9]1)[C:2]1[CH:7]=[CH:6][CH:5]=[CH:4][CH:3]=1, predict the reactants needed to synthesize it. The reactants are: [CH2:1]([N:8]1[CH2:16][C@H:15]2[C@:10]([CH3:22])([CH2:11][CH2:12][C:13]3[C:20](Br)=[CH:19][CH:18]=[CH:17][C:14]=32)[CH2:9]1)[C:2]1[CH:7]=[CH:6][CH:5]=[CH:4][CH:3]=1.[CH:23](/B(O)O)=[CH:24]/[CH3:25]. (2) Given the product [CH3:6][S:7][C:8]1[NH:9][C:28](=[O:23])[C:27]2[CH2:22][CH2:21][C:11]=2[N:10]=1, predict the reactants needed to synthesize it. The reactants are: S(O)(O)(=O)=O.[CH3:6][S:7][C:8](=[NH:10])[NH2:9].[CH3:11]SC(=N)N.C(N([CH2:21][CH3:22])CC)C.[O:23]1[CH2:28][CH2:27]OCC1. (3) Given the product [CH:10]1([C:6]([CH:16]2[CH2:15][CH2:19]2)([C:4]2[N:3]=[CH:2][NH:1][CH:5]=2)[OH:8])[CH2:12][CH2:11]1, predict the reactants needed to synthesize it. The reactants are: [NH:1]1[CH:5]=[C:4]([C:6]([O:8]C)=O)[N:3]=[CH:2]1.[CH:10]1([Mg]Br)[CH2:12][CH2:11]1.[CH2:15]1[CH2:19]OC[CH2:16]1. (4) Given the product [O:22]([C:15]1([C:2]2[CH:3]=[CH:4][CH:5]=[CH:6][N:1]=2)[C:16]2[C:21](=[CH:20][CH:19]=[CH:18][CH:17]=2)[N:13]([C:7]2[CH:8]=[CH:9][CH:10]=[CH:11][CH:12]=2)[C:14]1=[O:23])[C:30]1[CH:35]=[CH:34][CH:33]=[CH:32][CH:31]=1, predict the reactants needed to synthesize it. The reactants are: [N:1]1[CH:6]=[CH:5][CH:4]=[CH:3][CH:2]=1.[C:7]1([N:13]2[C:21]3[C:16](=[CH:17][CH:18]=[CH:19][CH:20]=3)[C:15](=[O:22])[C:14]2=[O:23])[CH:12]=[CH:11][CH:10]=[CH:9][CH:8]=1.FC(F)(F)S(O[C:30]1[CH:35]=[CH:34][CH:33]=[CH:32][C:31]=1[Si](C)(C)C)(=O)=O.[F-].[K+].O1CCOCCOCCOCCOCCOCC1.